Dataset: Forward reaction prediction with 1.9M reactions from USPTO patents (1976-2016). Task: Predict the product of the given reaction. (1) The product is: [F:1][C:2]1[CH:3]=[CH:4][C:5]([S:8][CH2:9][CH2:10][CH2:11][C:12]([NH:15][C:16]2[CH:25]=[CH:24][CH:23]=[C:22]3[C:17]=2[CH:18]=[CH:19][N:20]=[CH:21]3)=[O:14])=[CH:6][CH:7]=1. Given the reactants [F:1][C:2]1[CH:7]=[CH:6][C:5]([S:8][CH2:9][CH2:10][CH2:11][C:12]([OH:14])=O)=[CH:4][CH:3]=1.[NH2:15][C:16]1[CH:25]=[CH:24][CH:23]=[C:22]2[C:17]=1[CH:18]=[CH:19][N:20]=[CH:21]2, predict the reaction product. (2) The product is: [F:2][C:3]1[CH:30]=[C:29]([S:31]([CH3:34])(=[O:33])=[O:32])[CH:28]=[CH:27][C:4]=1[CH2:5][O:6][C:7]1[CH:8]=[N:9][C:10]([N:13]2[CH2:18][CH2:17][NH:16][CH2:15][C@H:14]2[CH3:26])=[N:11][CH:12]=1. Given the reactants Cl.[F:2][C:3]1[CH:30]=[C:29]([S:31]([CH3:34])(=[O:33])=[O:32])[CH:28]=[CH:27][C:4]=1[CH2:5][O:6][C:7]1[CH:8]=[N:9][C:10]([N:13]2[CH2:18][CH2:17][N:16](C(OC(C)(C)C)=O)[CH2:15][C@H:14]2[CH3:26])=[N:11][CH:12]=1, predict the reaction product. (3) Given the reactants [C:1]([C:4]1[CH:5]=[C:6]([CH:11]=[C:12]([Br:15])[C:13]=1[OH:14])[C:7]([O:9][CH3:10])=[O:8])(=[O:3])[CH3:2].C([O+]([B-](F)(F)F)CC)C.[Cl-].Cl[C:27](Cl)=[N+:28]1[CH2:33][CH2:32][O:31][CH2:30][CH2:29]1.CCOCC, predict the reaction product. The product is: [Br:15][C:12]1[CH:11]=[C:6]([C:7]([O:9][CH3:10])=[O:8])[CH:5]=[C:4]2[C:13]=1[O:14][C:27]([N:28]1[CH2:33][CH2:32][O:31][CH2:30][CH2:29]1)=[CH:2][C:1]2=[O:3].